Predict the reaction yield, written as a fraction of the theoretical maximum amount of product (1.0 means a 100% yield; for example, 0.34 means a 34% yield). From a dataset of Reaction yield outcomes from USPTO patents with 853,638 reactions. (1) The reactants are [O:1]=[C:2]([CH3:10])[CH2:3][S:4][CH2:5][C:6]([O:8][CH3:9])=[O:7].[Na].[C:12]1(=O)[CH2:17][CH2:16][CH2:15][CH2:14][C:13]1=O. The catalyst is CO. The product is [C:2]([C:3]1[S:4][C:5]([C:6]([O:8][CH3:9])=[O:7])=[C:13]2[CH2:14][CH2:15][CH2:16][CH2:17][C:12]=12)(=[O:1])[CH3:10]. The yield is 0.276. (2) The reactants are [F:1][C:2]([F:7])([F:6])[C:3]([OH:5])=[O:4].[CH3:8][C:9]1([CH3:43])[CH2:14][CH2:13][C:12]([C:15]2[CH:20]=[C:19]([C:21]3([N:27]4[CH2:32][CH2:31][NH:30][CH2:29][CH2:28]4)[CH2:26][CH2:25][O:24][CH2:23][CH2:22]3)[CH:18]=[CH:17][C:16]=2[NH:33][C:34]([C:36]2[NH:37][C:38]([C:41]#[N:42])=[CH:39][N:40]=2)=[O:35])=[CH:11][CH2:10]1.CCN(CC)CC.Br[CH2:52][C:53]([O:55]CC)=[O:54].[OH-].[K+]. The catalyst is C(Cl)Cl.O. The product is [F:1][C:2]([F:7])([F:6])[C:3]([OH:5])=[O:4].[C:41]([C:38]1[NH:37][C:36]([C:34]([NH:33][C:16]2[CH:17]=[CH:18][C:19]([C:21]3([N:27]4[CH2:32][CH2:31][N:30]([CH2:52][C:53]([OH:55])=[O:54])[CH2:29][CH2:28]4)[CH2:22][CH2:23][O:24][CH2:25][CH2:26]3)=[CH:20][C:15]=2[C:12]2[CH2:13][CH2:14][C:9]([CH3:43])([CH3:8])[CH2:10][CH:11]=2)=[O:35])=[N:40][CH:39]=1)#[N:42]. The yield is 0.910. (3) The reactants are F[C:2]1[CH:3]=[C:4]([CH3:12])[C:5]([N+:9]([O-:11])=[O:10])=[C:6]([CH:8]=1)[NH2:7].[NH:13]1[CH2:18][CH2:17][CH2:16][N:15]=[CH:14]1.C(=O)([O-])[O-].[K+].[K+]. The catalyst is CS(C)=O.O. The product is [N:15]1([C:2]2[CH:3]=[C:4]([CH3:12])[C:5]([N+:9]([O-:11])=[O:10])=[C:6]([CH:8]=2)[NH2:7])[CH2:16][CH2:17][CH2:18][N:13]=[CH:14]1. The yield is 0.670.